The task is: Predict the reactants needed to synthesize the given product.. This data is from Full USPTO retrosynthesis dataset with 1.9M reactions from patents (1976-2016). (1) Given the product [Cl:13][C:9]1[CH:8]=[C:7]2[C:12](=[CH:11][CH:10]=1)[N:4]([CH2:3][CH2:2][NH:1][C:27]([NH2:29])=[O:33])[C:5]([CH2:14][N:15]1[C:19]3=[CH:20][N:21]=[CH:22][CH:23]=[C:18]3[C:17]3([CH2:24][CH2:25]3)[C:16]1=[O:26])=[CH:6]2, predict the reactants needed to synthesize it. The reactants are: [NH2:1][CH2:2][CH2:3][N:4]1[C:12]2[C:7](=[CH:8][C:9]([Cl:13])=[CH:10][CH:11]=2)[CH:6]=[C:5]1[CH2:14][N:15]1[C:19]2=[CH:20][N:21]=[CH:22][CH:23]=[C:18]2[C:17]2([CH2:25][CH2:24]2)[C:16]1=[O:26].[C:27](SC)(=[NH:29])N.S(=O)(=O)(O)[OH:33]. (2) Given the product [OH:10][CH:7]([C:6]1[CH:5]=[CH:4][C:3]([OH:11])=[CH:2][CH:1]=1)[CH2:8][NH:9][C:28]([C:24]([CH3:25])([CH3:26])[CH3:27])=[O:29], predict the reactants needed to synthesize it. The reactants are: [CH:1]1[C:6]([CH:7]([OH:10])[CH2:8][NH2:9])=[CH:5][CH:4]=[C:3]([OH:11])[CH:2]=1.Cl.[C:24](OC(OC(O[C:24]([CH3:27])([CH3:26])[CH3:25])=O)=O)([CH3:27])([CH3:26])[CH3:25].[CH3:28][OH:29]. (3) Given the product [NH2:23][C:20]1[CH:21]=[CH:22][C:17]([O:16][C:12]2[CH:11]=[C:10]([NH:9][C:7]([C:6]3[N:2]([CH3:1])[N:3]=[C:4]([CH3:26])[CH:5]=3)=[O:8])[CH:15]=[CH:14][CH:13]=2)=[N:18][CH:19]=1, predict the reactants needed to synthesize it. The reactants are: [CH3:1][N:2]1[C:6]([C:7]([NH:9][C:10]2[CH:15]=[CH:14][CH:13]=[C:12]([O:16][C:17]3[CH:22]=[CH:21][C:20]([N+:23]([O-])=O)=[CH:19][N:18]=3)[CH:11]=2)=[O:8])=[CH:5][C:4]([CH3:26])=[N:3]1. (4) Given the product [CH2:9]([Si:8]([CH2:13][CH3:14])([CH2:11][CH3:12])[O:7][C:2](/[CH:3]=[CH:4]/[CH2:5][CH3:6])=[CH2:1])[CH3:10], predict the reactants needed to synthesize it. The reactants are: [CH3:1][C:2](=[O:7])/[CH:3]=[CH:4]/[CH2:5][CH3:6].[Si:8](OS(C(F)(F)F)(=O)=O)([CH2:13][CH3:14])([CH2:11][CH3:12])[CH2:9][CH3:10].CCN(CC)CC. (5) Given the product [CH2:9]([O:8][CH:1]([O:5][CH2:6][CH3:7])[CH:22]1[C:23]2([CH2:24][CH2:25][N:26]([C:29]([O:31][C:32]([CH3:34])([CH3:33])[CH3:35])=[O:30])[CH2:27][CH2:28]2)[O:36][C:37]2[C:42](=[CH:41][CH:40]=[CH:39][CH:38]=2)[C:21]1=[O:20])[CH3:10], predict the reactants needed to synthesize it. The reactants are: [CH:1]([O:8][CH2:9][CH3:10])([O:5][CH2:6][CH3:7])OCC.B(F)(F)F.CCOCC.[O:20]=[C:21]1[C:42]2[C:37](=[CH:38][CH:39]=[CH:40][CH:41]=2)[O:36][C:23]2([CH2:28][CH2:27][N:26]([C:29]([O:31][C:32]([CH3:35])([CH3:34])[CH3:33])=[O:30])[CH2:25][CH2:24]2)[CH2:22]1.C(N(C(C)C)C(C)C)C.C(=O)(O)[O-].[Na+]. (6) Given the product [N:35]([CH2:34][CH2:33][O:32][CH2:31][CH2:30][O:29][CH2:28][CH2:27][O:1][C:2]1[CH:3]=[CH:4][C:5]([NH:8][C:9](=[O:15])[O:10][C:11]([CH3:12])([CH3:14])[CH3:13])=[CH:6][CH:7]=1)=[N+:36]=[N-:37], predict the reactants needed to synthesize it. The reactants are: [OH:1][C:2]1[CH:7]=[CH:6][C:5]([NH:8][C:9](=[O:15])[O:10][C:11]([CH3:14])([CH3:13])[CH3:12])=[CH:4][CH:3]=1.CC1C=CC(S(O[CH2:27][CH2:28][O:29][CH2:30][CH2:31][O:32][CH2:33][CH2:34][N:35]=[N+:36]=[N-:37])(=O)=O)=CC=1.C([O-])([O-])=O.[K+].[K+]. (7) Given the product [CH3:1][O:2][C:3]1[CH:4]=[CH:5][C:6]([N:9]([S:25]([CH2:28][CH2:29][CH2:30][C:31]([O:33][N:45]2[C:49](=[O:50])[CH2:48][CH2:47][C:46]2=[O:51])=[O:32])(=[O:26])=[O:27])[C:10]([C:12]2[C:21]3[C:16](=[CH:17][CH:18]=[CH:19][CH:20]=3)[N:15]=[C:14]3[S:22][CH:23]=[CH:24][C:13]=23)=[O:11])=[CH:7][CH:8]=1, predict the reactants needed to synthesize it. The reactants are: [CH3:1][O:2][C:3]1[CH:8]=[CH:7][C:6]([N:9]([S:25]([CH2:28][CH2:29][CH2:30][C:31]([OH:33])=[O:32])(=[O:27])=[O:26])[C:10]([C:12]2[C:21]3[C:16](=[CH:17][CH:18]=[CH:19][CH:20]=3)[N:15]=[C:14]3[S:22][CH:23]=[CH:24][C:13]=23)=[O:11])=[CH:5][CH:4]=1.O1CCN(CC[N+]#[C-])CC1.O[N:45]1[C:49](=[O:50])[CH2:48][CH2:47][C:46]1=[O:51]. (8) The reactants are: [C:1]([C:5]1[CH:6]=[C:7]([NH:19][C:20](=[O:42])[C:21]([C:23]2[C:32]3[C:27](=[CH:28][CH:29]=[CH:30][CH:31]=3)[C:26]([O:33][CH2:34][CH2:35][N:36]3[CH2:41][CH2:40][O:39][CH2:38][CH2:37]3)=[CH:25][CH:24]=2)=O)[C:8]([O:17][CH3:18])=[C:9]([CH:16]=1)[C:10]([NH:12][CH:13]1[CH2:15][CH2:14]1)=[O:11])([CH3:4])([CH3:3])[CH3:2].[CH2:43]([O:45][C:46]([NH:48][NH2:49])=[O:47])[CH3:44].[CH3:50]CO. Given the product [CH2:43]([O:45][C:46]([NH:48][N:49]=[C:21]([C:20](=[O:42])[NH:19][C:7]1[CH:6]=[C:5]([C:1]([CH3:3])([CH3:4])[CH3:2])[CH:16]=[C:9]([C:10](=[O:11])[NH:12][CH:13]([CH2:14][CH3:50])[CH3:15])[C:8]=1[O:17][CH3:18])[C:23]1[C:32]2[C:27](=[CH:28][CH:29]=[CH:30][CH:31]=2)[C:26]([O:33][CH2:34][CH2:35][N:36]2[CH2:41][CH2:40][O:39][CH2:38][CH2:37]2)=[CH:25][CH:24]=1)=[O:47])[CH3:44], predict the reactants needed to synthesize it. (9) Given the product [N:3]1[C:12]2[C:7](=[CH:8][CH:9]=[CH:10][CH:11]=2)[C:6]([C:21]2([C:20]([OH:23])=[O:1])[CH2:18][CH2:17]2)=[CH:5][CH:4]=1, predict the reactants needed to synthesize it. The reactants are: [OH-:1].[Na+].[N:3]1[C:12]2[C:7](=[CH:8][CH:9]=[CH:10][CH:11]=2)[C:6](CC#N)=[CH:5][CH:4]=1.Br[CH2:17][CH2:18]Cl.[CH2:20]([OH:23])[CH2:21]O. (10) Given the product [O:2]=[C:3]1[N:8]([C:9]2[CH:10]=[CH:11][CH:12]=[CH:13][CH:14]=2)[C:7]2[S:15][C:16]([C:24](=[S:1])[NH2:25])=[C:17]([C:18]3[CH:23]=[CH:22][CH:21]=[CH:20][CH:19]=3)[C:6]=2[CH:5]=[CH:4]1, predict the reactants needed to synthesize it. The reactants are: [SH2:1].[O:2]=[C:3]1[N:8]([C:9]2[CH:14]=[CH:13][CH:12]=[CH:11][CH:10]=2)[C:7]2[S:15][C:16]([C:24]#[N:25])=[C:17]([C:18]3[CH:23]=[CH:22][CH:21]=[CH:20][CH:19]=3)[C:6]=2[CH:5]=[CH:4]1.